From a dataset of Full USPTO retrosynthesis dataset with 1.9M reactions from patents (1976-2016). Predict the reactants needed to synthesize the given product. (1) Given the product [NH2:1][C:2]1[N:7]=[C:6]([S:8]([NH:11][C:12]([C:14]2[C:15]([N:24]3[C@@H:25]([CH3:28])[CH2:26][CH2:27][C@H:23]3[CH3:22])=[N:16][C:17]([Cl:20])=[CH:18][CH:19]=2)=[O:13])(=[O:10])=[O:9])[CH:5]=[CH:4][CH:3]=1, predict the reactants needed to synthesize it. The reactants are: [NH2:1][C:2]1[N:7]=[C:6]([S:8]([NH:11][C:12]([C:14]2[C:15](Cl)=[N:16][C:17]([Cl:20])=[CH:18][CH:19]=2)=[O:13])(=[O:10])=[O:9])[CH:5]=[CH:4][CH:3]=1.[CH3:22][C@@H:23]1[CH2:27][CH2:26][C@H:25]([CH3:28])[NH:24]1.C([O-])([O-])=O.[K+].[K+].Cl. (2) The reactants are: Br[C:2]1[CH:7]=[CH:6][C:5]([CH:8]([CH3:23])[C:9]([C:15]2[CH:16]=[CH:17][C:18](=[O:22])[N:19]([CH3:21])[CH:20]=2)([OH:14])[C:10]([F:13])([F:12])[F:11])=[C:4]([Cl:24])[CH:3]=1.[F:25][C:26]1[CH:31]=[CH:30][C:29](B(O)O)=[CH:28][C:27]=1[C:35]([O:37][CH2:38][CH3:39])=[O:36]. Given the product [CH2:38]([O:37][C:35]([C:27]1[CH:28]=[C:29]([C:2]2[CH:7]=[CH:6][C:5]([CH:8]([CH3:23])[C:9]([OH:14])([C:15]3[CH:16]=[CH:17][C:18](=[O:22])[N:19]([CH3:21])[CH:20]=3)[C:10]([F:11])([F:12])[F:13])=[C:4]([Cl:24])[CH:3]=2)[CH:30]=[CH:31][C:26]=1[F:25])=[O:36])[CH3:39], predict the reactants needed to synthesize it. (3) Given the product [OH:19][C:3]1[CH:4]=[CH:5][C:6]([C:7]2[C:16](=[O:17])[C:15]3[C:10](=[CH:11][C:12]([OH:18])=[C:13]([OH:22])[CH:14]=3)[O:9][CH:8]=2)=[CH:1][CH:2]=1, predict the reactants needed to synthesize it. The reactants are: [CH:1]1[C:6]([C:7]2[C:16](=[O:17])[C:15]3[CH:14]=[CH:13][C:12]([OH:18])=[CH:11][C:10]=3[O:9][CH:8]=2)=[CH:5][CH:4]=[C:3]([OH:19])[CH:2]=1.C([OH:22])C. (4) Given the product [ClH:1].[F:21][C:18]1([F:22])[CH2:19][CH2:20][NH:15][CH2:16][CH2:17]1, predict the reactants needed to synthesize it. The reactants are: [Cl:1]C(OC(Cl)C)=O.C([N:15]1[CH2:20][CH2:19][C:18]([F:22])([F:21])[CH2:17][CH2:16]1)C1C=CC=CC=1. (5) Given the product [Br:1][C:2]1[CH:7]=[CH:6][C:5]([O:8][CH3:9])=[CH:4][C:3]=1[CH2:10][NH:11][C:13](=[O:12])[O:15][C:16]([CH3:19])([CH3:18])[CH3:17], predict the reactants needed to synthesize it. The reactants are: [Br:1][C:2]1[CH:7]=[CH:6][C:5]([O:8][CH3:9])=[CH:4][C:3]=1[CH2:10][NH2:11].[O:12](C(OC(C)(C)C)=O)[C:13]([O:15][C:16]([CH3:19])([CH3:18])[CH3:17])=O.